Dataset: Catalyst prediction with 721,799 reactions and 888 catalyst types from USPTO. Task: Predict which catalyst facilitates the given reaction. (1) Reactant: [C:1]([O:5][C:6]([N:8]1[CH2:17][CH2:16][C:15]2[C:10](=[CH:11][CH:12]=[CH:13][C:14]=2/[CH:18]=[CH:19]/[C:20]([O:22][CH2:23][CH3:24])=[O:21])[CH2:9]1)=[O:7])([CH3:4])([CH3:3])[CH3:2].C(Cl)Cl. Product: [C:1]([O:5][C:6]([N:8]1[CH2:17][CH2:16][C:15]2[C:10](=[CH:11][CH:12]=[CH:13][C:14]=2[CH2:18][CH2:19][C:20]([O:22][CH2:23][CH3:24])=[O:21])[CH2:9]1)=[O:7])([CH3:4])([CH3:3])[CH3:2]. The catalyst class is: 19. (2) Reactant: [CH:1]1[N:9]2[C:4]([C:5]3([CH2:18][CH2:17][NH:16][CH2:15][CH2:14]3)[O:6][C:7]3[CH:13]=[CH:12][CH:11]=[CH:10][C:8]=32)=[CH:3][CH:2]=1.C([O-])(O)=O.[Na+].[CH2:24](Br)[C:25]1[CH:30]=[CH:29][CH:28]=[CH:27][CH:26]=1. The catalyst class is: 10. Product: [CH2:24]([N:16]1[CH2:17][CH2:18][C:5]2([O:6][C:7]3[CH:13]=[CH:12][CH:11]=[CH:10][C:8]=3[N:9]3[CH:1]=[CH:2][CH:3]=[C:4]23)[CH2:14][CH2:15]1)[C:25]1[CH:30]=[CH:29][CH:28]=[CH:27][CH:26]=1. (3) Reactant: [NH2:1][C:2]1[CH:6]=[CH:5][S:4][C:3]=1[C:7]([O:9][CH3:10])=[O:8].[F:11][C:12]1[CH:17]=[CH:16][CH:15]=[CH:14][C:13]=1[S:18](Cl)(=[O:20])=[O:19].N1C=CC=CC=1.Cl. Product: [F:11][C:12]1[CH:17]=[CH:16][CH:15]=[CH:14][C:13]=1[S:18]([NH:1][C:2]1[CH:6]=[CH:5][S:4][C:3]=1[C:7]([O:9][CH3:10])=[O:8])(=[O:20])=[O:19]. The catalyst class is: 4. (4) Reactant: [Cl:1][C:2]1[CH:7]=[CH:6][C:5]([S:8]([C:11]2([C:27]3[CH:32]=[C:31]([F:33])[CH:30]=[CH:29][C:28]=3[F:34])[CH2:16][CH2:15][CH:14]([NH:17][S:18]([N:21]3[CH2:25][CH2:24][C:23](=[O:26])[CH2:22]3)(=[O:20])=[O:19])[CH2:13][CH2:12]2)(=[O:10])=[O:9])=[CH:4][CH:3]=1.[CH3:35][Mg]Br. Product: [Cl:1][C:2]1[CH:7]=[CH:6][C:5]([S:8]([C:11]2([C:27]3[CH:32]=[C:31]([F:33])[CH:30]=[CH:29][C:28]=3[F:34])[CH2:12][CH2:13][CH:14]([NH:17][S:18]([N:21]3[CH2:25][CH2:24][C:23]([OH:26])([CH3:35])[CH2:22]3)(=[O:20])=[O:19])[CH2:15][CH2:16]2)(=[O:10])=[O:9])=[CH:4][CH:3]=1. The catalyst class is: 7. (5) Reactant: [OH-].[Na+].[Cl:3][CH2:4][C:5](Cl)=[O:6].Cl.Cl.[CH3:10][N:11]1[CH:15]=[N:14][C:13]([C:16]2[CH:17]=[CH:18][C:19]([C:22]3[CH2:23][CH2:24][NH:25][CH2:26][CH:27]=3)=[N:20][CH:21]=2)=[N:12]1. Product: [Cl:3][CH2:4][C:5]([N:25]1[CH2:24][CH2:23][C:22]([C:19]2[CH:18]=[CH:17][C:16]([C:13]3[N:14]=[CH:15][N:11]([CH3:10])[N:12]=3)=[CH:21][N:20]=2)=[CH:27][CH2:26]1)=[O:6]. The catalyst class is: 34. (6) The catalyst class is: 20. Reactant: [Li+].[OH-].[C:3]([O:7][C:8]([NH:10][CH:11]([C:13]1[CH:18]=[CH:17][C:16]([NH:19][C:20]2[N:25]=[C:24]([CH2:26][CH2:27][C:28]3[CH:33]=[CH:32][CH:31]=[CH:30][C:29]=3[CH2:34][C:35]([O:37]C)=[O:36])[C:23]([C:39]([F:42])([F:41])[F:40])=[CH:22][N:21]=2)=[CH:15][CH:14]=1)[CH3:12])=[O:9])([CH3:6])([CH3:5])[CH3:4]. Product: [C:3]([O:7][C:8]([NH:10][CH:11]([C:13]1[CH:14]=[CH:15][C:16]([NH:19][C:20]2[N:25]=[C:24]([CH2:26][CH2:27][C:28]3[CH:33]=[CH:32][CH:31]=[CH:30][C:29]=3[CH2:34][C:35]([OH:37])=[O:36])[C:23]([C:39]([F:42])([F:41])[F:40])=[CH:22][N:21]=2)=[CH:17][CH:18]=1)[CH3:12])=[O:9])([CH3:4])([CH3:5])[CH3:6]. (7) Reactant: C([O:5]C(N(C1C=CC=CC=1)[C@H](CO)C)=O)(C)(C)C.[C:19]1([P:25]([C:32]2[CH:37]=[CH:36][CH:35]=[CH:34][CH:33]=2)[C:26]2[CH:31]=[CH:30][CH:29]=[CH:28][CH:27]=2)[CH:24]=[CH:23][CH:22]=[CH:21][CH:20]=1.BrN1C(=O)CCC1=O.CO. Product: [C:32]1([P:25](=[O:5])([C:19]2[CH:20]=[CH:21][CH:22]=[CH:23][CH:24]=2)[C:26]2[CH:31]=[CH:30][CH:29]=[CH:28][CH:27]=2)[CH:33]=[CH:34][CH:35]=[CH:36][CH:37]=1. The catalyst class is: 3. (8) Reactant: CCN(C(C)C)C(C)C.C1C=CC2N(O)N=NC=2C=1.CCN=C=NCCCN(C)C.[C:31]1([C:37]2[NH:41][N:40]=[C:39]([C:42]([NH:44][CH2:45][C:46]([OH:48])=O)=[O:43])[CH:38]=2)[CH:36]=[CH:35][CH:34]=[CH:33][CH:32]=1.Cl.[Cl:50][C:51]1[CH:61]=[CH:60][CH:59]=[CH:58][C:52]=1[O:53][CH:54]1[CH2:57][NH:56][CH2:55]1.Cl.FC(F)(F)C1C=C(C=CC=1)OC1CNC1. Product: [Cl:50][C:51]1[CH:61]=[CH:60][CH:59]=[CH:58][C:52]=1[O:53][CH:54]1[CH2:57][N:56]([C:46](=[O:48])[CH2:45][NH:44][C:42]([C:39]2[CH:38]=[C:37]([C:31]3[CH:32]=[CH:33][CH:34]=[CH:35][CH:36]=3)[NH:41][N:40]=2)=[O:43])[CH2:55]1. The catalyst class is: 3. (9) Reactant: [S:1]1[CH2:6][CH2:5]O[CH2:3][CH2:2]1.C([N:10](CC)C(C)C)(C)C.[Cl:16][C:17]1[CH:18]=[C:19]([CH:41]=[CH:42][C:43]=1[Cl:44])[CH2:20][N:21]1[CH2:26][CH2:25][O:24][CH:23]([CH2:27][NH:28][C:29](=[O:40])OC2C=CC([N+]([O-])=O)=CC=2)[CH2:22]1. Product: [Cl:16][C:17]1[CH:18]=[C:19]([CH:41]=[CH:42][C:43]=1[Cl:44])[CH2:20][N:21]1[CH2:26][CH2:25][O:24][CH:23]([CH2:27][NH:28][C:29]([N:10]2[CH2:5][CH2:6][S:1][CH2:2][CH2:3]2)=[O:40])[CH2:22]1. The catalyst class is: 4. (10) Reactant: [NH2:1][C:2]1[C:7]([N+:8]([O-])=O)=[C:6]([O:11][C:12]2[C:21]3[C:16](=[CH:17][CH:18]=[CH:19][CH:20]=3)[C:15]([NH:22][C:23](=[O:29])[O:24][C:25]([CH3:28])([CH3:27])[CH3:26])=[CH:14][CH:13]=2)[CH:5]=[CH:4][N:3]=1. Product: [NH2:1][C:2]1[C:7]([NH2:8])=[C:6]([O:11][C:12]2[C:21]3[C:16](=[CH:17][CH:18]=[CH:19][CH:20]=3)[C:15]([NH:22][C:23](=[O:29])[O:24][C:25]([CH3:27])([CH3:26])[CH3:28])=[CH:14][CH:13]=2)[CH:5]=[CH:4][N:3]=1. The catalyst class is: 92.